Dataset: Full USPTO retrosynthesis dataset with 1.9M reactions from patents (1976-2016). Task: Predict the reactants needed to synthesize the given product. (1) Given the product [Br:37][CH2:2][CH2:3][O:4][C:5]1[CH:6]=[CH:7][C:8]([C:21]2[NH:30][C:29](=[O:31])[C:28]3[C:23](=[CH:24][C:25]([O:34][CH3:35])=[CH:26][C:27]=3[O:32][CH3:33])[N:22]=2)=[N:9][C:10]=1[C:11]1[CH:16]=[CH:15][C:14]([S:17]([CH3:20])(=[O:19])=[O:18])=[CH:13][CH:12]=1, predict the reactants needed to synthesize it. The reactants are: O[CH2:2][CH2:3][O:4][C:5]1[CH:6]=[CH:7][C:8]([C:21]2[NH:30][C:29](=[O:31])[C:28]3[C:23](=[CH:24][C:25]([O:34][CH3:35])=[CH:26][C:27]=3[O:32][CH3:33])[N:22]=2)=[N:9][C:10]=1[C:11]1[CH:16]=[CH:15][C:14]([S:17]([CH3:20])(=[O:19])=[O:18])=[CH:13][CH:12]=1.P(Br)(Br)[Br:37]. (2) The reactants are: [OH:1][C:2]1[CH:3]=[C:4]([CH:12]([CH3:16])[C:13]([OH:15])=[O:14])[CH:5]=[C:6]([C:8]([F:11])([F:10])[F:9])[CH:7]=1.[CH2:17]([S:19]([C:22]1[CH:27]=[CH:26][C:25](F)=[C:24]([Cl:29])[CH:23]=1)(=[O:21])=[O:20])[CH3:18]. Given the product [Cl:29][C:24]1[CH:23]=[C:22]([S:19]([CH2:17][CH3:18])(=[O:21])=[O:20])[CH:27]=[CH:26][C:25]=1[O:1][C:2]1[CH:3]=[C:4]([CH:12]([CH3:16])[C:13]([OH:15])=[O:14])[CH:5]=[C:6]([C:8]([F:9])([F:10])[F:11])[CH:7]=1, predict the reactants needed to synthesize it. (3) Given the product [Cl:23]/[C:3](=[N:2]\[OH:1])/[C:4]([NH:7][C:8](=[O:14])[O:9][C:10]([CH3:13])([CH3:12])[CH3:11])([CH3:6])[CH3:5], predict the reactants needed to synthesize it. The reactants are: [OH:1]/[N:2]=[CH:3]/[C:4]([NH:7][C:8](=[O:14])[O:9][C:10]([CH3:13])([CH3:12])[CH3:11])([CH3:6])[CH3:5].Cl.C1C(=O)N([Cl:23])C(=O)C1. (4) Given the product [CH2:29]([O:28][N:27]=[C:11]1[C:8]2[CH:7]=[CH:6][C:5](=[CH:10][CH:9]=2)[O:4][CH2:1][CH:2]=[CH:3][CH2:48][NH:45][CH2:42][C:43](=[O:54])[NH:37][C:36]2[C:35]([Cl:41])=[CH:34][C:33](=[CH:39][C:38]=2[Cl:40])[CH2:32][NH:31][C:15]([NH2:18])=[N:14][C:13](=[O:26])[CH2:12]1)[CH3:30], predict the reactants needed to synthesize it. The reactants are: [CH2:1]([O:4][C:5]1[CH:10]=[CH:9][C:8]([C:11](=[N:27][O:28][CH2:29][CH3:30])[CH2:12][C:13](=[O:26])[NH:14][C:15](=[N:18]C(=O)OC(C)(C)C)SC)=[CH:7][CH:6]=1)[CH:2]=[CH2:3].[NH2:31][CH2:32][C:33]1[CH:39]=[C:38]([Cl:40])[C:36]([NH2:37])=[C:35]([Cl:41])[CH:34]=1.[CH:42]([N:45]([CH:48](C)C)CC)(C)[CH3:43].C1C[O:54]CC1.